From a dataset of Reaction yield outcomes from USPTO patents with 853,638 reactions. Predict the reaction yield, written as a fraction of the theoretical maximum amount of product (1.0 means a 100% yield; for example, 0.34 means a 34% yield). (1) The reactants are [Br:1][C:2]1[S:6][C:5]([CH3:7])=[N:4][C:3]=1[C:8]1[CH:13]=[CH:12][N+:11]([O-])=[CH:10][CH:9]=1.C([NH2:19])(C)(C)C.C1(C)C=CC(S(OS(C2C=CC(C)=CC=2)(=O)=O)(=O)=O)=CC=1. The catalyst is FC(C1C=CC=CC=1)(F)F. The product is [NH2:19][C:12]1[CH:13]=[C:8]([C:3]2[N:4]=[C:5]([CH3:7])[S:6][C:2]=2[Br:1])[CH:9]=[CH:10][N:11]=1. The yield is 0.600. (2) The reactants are [Cl:1][C:2]1[CH:8]=[C:7]([Cl:9])[CH:6]=[CH:5][C:3]=1[NH2:4].I[CH2:11][C:12](=[O:14])[CH3:13].C(=O)([O-])[O-].[K+].[K+].O. The catalyst is CN(C=O)C. The product is [Cl:1][C:2]1[CH:8]=[C:7]([Cl:9])[CH:6]=[CH:5][C:3]=1[NH:4][CH2:11][C:12](=[O:14])[CH3:13]. The yield is 0.500. (3) The yield is 0.190. The catalyst is C1C=CC=CC=1.S([O-])(O)(=O)=O.C([N+](CCCC)(CCCC)CCCC)CCC. The product is [Cl:22][C:13]1[N:14]=[C:15]([C:17]([O:19][CH2:20][CH3:21])=[CH2:18])[CH:16]=[C:11]([CH2:10][O:9][CH3:1])[N:12]=1. The reactants are [CH3:1]O.[OH-].[Na+].CS([O:9][CH2:10][C:11]1[CH:16]=[C:15]([C:17]([O:19][CH2:20][CH3:21])=[CH2:18])[N:14]=[C:13]([Cl:22])[N:12]=1)(=O)=O. (4) The reactants are Cl[C:2]1[C:7]([Cl:8])=[CH:6][C:5]([O:9][CH2:10][CH:11]([O:15][CH2:16][CH3:17])[O:12][CH2:13][CH3:14])=[CH:4][N:3]=1.CC(C)([O-])C.[K+].[CH3:24][O:25][C:26]1[N:31]=[C:30]2[S:32][C:33]([NH:35][C:36]3[C:45]4[C:40](=[CH:41][CH:42]=[C:43]([OH:46])[CH:44]=4)[N:39]=[CH:38][N:37]=3)=[N:34][C:29]2=[CH:28][CH:27]=1.[Cl-].[NH4+]. The catalyst is CN(C)C(=O)C. The product is [Cl:8][C:7]1[C:2]([O:46][C:43]2[CH:44]=[C:45]3[C:40](=[CH:41][CH:42]=2)[N:39]=[CH:38][N:37]=[C:36]3[NH:35][C:33]2[S:32][C:30]3[C:29]([N:34]=2)=[CH:28][CH:27]=[C:26]([O:25][CH3:24])[N:31]=3)=[N:3][CH:4]=[C:5]([O:9][CH2:10][CH:11]([O:15][CH2:16][CH3:17])[O:12][CH2:13][CH3:14])[CH:6]=1. The yield is 0.0200. (5) The reactants are F[C:2]1[CH:3]=[CH:4][C:5]([N+:10]([O-:12])=[O:11])=[C:6]([O:8][CH3:9])[CH:7]=1.[N:13]1([C:19]([O:21][C:22]([CH3:25])([CH3:24])[CH3:23])=[O:20])[CH2:18][CH2:17][NH:16][CH2:15][CH2:14]1.C(=O)([O-])[O-].[K+].[K+]. The catalyst is CS(C)=O.O. The product is [CH3:9][O:8][C:6]1[CH:7]=[C:2]([N:16]2[CH2:15][CH2:14][N:13]([C:19]([O:21][C:22]([CH3:25])([CH3:24])[CH3:23])=[O:20])[CH2:18][CH2:17]2)[CH:3]=[CH:4][C:5]=1[N+:10]([O-:12])=[O:11]. The yield is 0.660. (6) The reactants are [CH3:1][C:2]1[CH:7]=[CH:6][C:5]([C:8]([CH3:10])=[O:9])=[CH:4][C:3]=1[CH3:11].Br.[OH2:13]. The catalyst is CS(C)=O. The product is [CH3:11][C:3]1[CH:4]=[C:5]([C:8](=[O:9])[CH:10]=[O:13])[CH:6]=[CH:7][C:2]=1[CH3:1]. The yield is 0.570. (7) The reactants are [Cl:1][C:2]1[CH:7]=[CH:6][C:5]([CH2:8]Cl)=[CH:4][N:3]=1.C(N(CC)CC)C.Cl.[NH2:18][CH2:19][C:20]([O:22][CH2:23][CH3:24])=[O:21]. The catalyst is C(#N)C. The product is [Cl:1][C:2]1[N:3]=[CH:4][C:5]([CH2:8][NH:18][CH2:19][C:20]([O:22][CH2:23][CH3:24])=[O:21])=[CH:6][CH:7]=1. The yield is 0.430. (8) The catalyst is S([O-])([O-])(=O)=S.[Na+].[Na+]. The product is [F:1][C@H:2]1[CH2:4][C@H:3]1[C:5]([NH:7][C:8]1[N:9]=[CH:10][C:11]2[C:16]([CH:17]=1)=[CH:15][CH:14]=[C:13]([C:18]1[CH:19]=[N:20][C:21]([C:25]([OH:36])([OH:30])[C:26]([F:29])([F:28])[F:27])=[CH:22][C:23]=1[CH3:24])[CH:12]=2)=[O:6]. The yield is 0.790. The reactants are [F:1][C@H:2]1[CH2:4][C@H:3]1[C:5]([NH:7][C:8]1[N:9]=[CH:10][C:11]2[C:16]([CH:17]=1)=[CH:15][CH:14]=[C:13]([C:18]1[CH:19]=[N:20][C:21]([CH:25]([OH:30])[C:26]([F:29])([F:28])[F:27])=[CH:22][C:23]=1[CH3:24])[CH:12]=2)=[O:6].ClCCl.CC(OI1(OC(C)=O)(OC(C)=O)OC(=O)C2C=CC=CC1=2)=[O:36].